This data is from Full USPTO retrosynthesis dataset with 1.9M reactions from patents (1976-2016). The task is: Predict the reactants needed to synthesize the given product. (1) Given the product [NH2:1][C:2]1[N:7]=[C:6]([N:8]2[C:12]3[CH:13]=[C:14]([C:31]#[C:30][C:32]4([OH:38])[CH2:37][CH2:36][CH2:35][CH2:34][CH2:33]4)[CH:15]=[CH:16][C:11]=3[N:10]=[C:9]2[NH:18][CH2:19][CH2:20][O:21][CH3:22])[CH:5]=[CH:4][N:3]=1, predict the reactants needed to synthesize it. The reactants are: [NH2:1][C:2]1[N:7]=[C:6]([N:8]2[C:12]3[CH:13]=[C:14](Br)[CH:15]=[CH:16][C:11]=3[N:10]=[C:9]2[NH:18][CH2:19][CH2:20][O:21][CH3:22])[CH:5]=[CH:4][N:3]=1.C(N(CC)CC)C.[C:30]([C:32]1([OH:38])[CH2:37][CH2:36][CH2:35][CH2:34][CH2:33]1)#[CH:31]. (2) Given the product [F:11][C:12]1[C:17]([F:18])=[CH:16][CH:15]=[CH:14][C:13]=1[CH:19]1[CH2:29][CH2:28][C:27](=[O:30])[C:22]2=[N:23][CH:24]=[CH:25][CH:26]=[C:21]2[CH:20]1[F:31], predict the reactants needed to synthesize it. The reactants are: C(Cl)(=O)C(Cl)=O.CS(C)=O.[F:11][C:12]1[C:17]([F:18])=[CH:16][CH:15]=[CH:14][C:13]=1[CH:19]1[CH2:29][CH2:28][CH:27]([OH:30])[C:22]2=[N:23][CH:24]=[CH:25][CH:26]=[C:21]2[CH:20]1[F:31].C(N(CC)CC)C. (3) Given the product [CH2:16]([N:10]1[C:9](=[O:23])[C:8]2[C:7]([C:24]#[N:25])=[N:6][C:5]([C:3]([NH:26][C@@H:27]([CH3:28])[C:29]([OH:31])=[O:30])=[O:4])=[C:14]([OH:15])[C:13]=2[CH:12]=[CH:11]1)[C:17]1[CH:18]=[CH:19][CH:20]=[CH:21][CH:22]=1, predict the reactants needed to synthesize it. The reactants are: CO[C:3]([C:5]1[N:6]=[C:7]([C:24]#[N:25])[C:8]2[C:9](=[O:23])[N:10]([CH2:16][C:17]3[CH:22]=[CH:21][CH:20]=[CH:19][CH:18]=3)[CH:11]=[CH:12][C:13]=2[C:14]=1[OH:15])=[O:4].[NH2:26][C@H:27]([C:29]([OH:31])=[O:30])[CH3:28].C[O-].[Na+]. (4) Given the product [C:1]([O:5][C:6]([N:8]1[CH2:13][CH2:12][CH:11]([C:14]2[N:15]([CH2:20][CH2:21][OH:22])[CH:16]=[C:17]([Br:19])[N:18]=2)[CH2:10][CH2:9]1)=[O:7])([CH3:4])([CH3:3])[CH3:2], predict the reactants needed to synthesize it. The reactants are: [C:1]([O:5][C:6]([N:8]1[CH2:13][CH2:12][CH:11]([C:14]2[N:15]([CH2:20][CH2:21][O:22]C3CCCCO3)[CH:16]=[C:17]([Br:19])[N:18]=2)[CH2:10][CH2:9]1)=[O:7])([CH3:4])([CH3:3])[CH3:2].C1(C)C=CC(S(O)(=O)=O)=CC=1.